Dataset: Full USPTO retrosynthesis dataset with 1.9M reactions from patents (1976-2016). Task: Predict the reactants needed to synthesize the given product. (1) The reactants are: [Cl:1][C:2]1[C:19]([C:20]([F:23])([F:22])[F:21])=[CH:18][CH:17]=[CH:16][C:3]=1[CH2:4][NH:5][CH2:6][CH:7]([C:9]1[CH:14]=[CH:13][C:12]([Cl:15])=[CH:11][CH:10]=1)[CH3:8].ClC1C=CC=CC=1C(C)CN([CH2:46][CH2:47][CH2:48][O:49][C:50]1[CH2:51][C:52](=[CH:56][C:57]([O:59][CH3:60])=[O:58])[CH:53]=[CH:54][CH:55]=1)CC1C=CC=C(C(F)(F)F)C=1Cl. Given the product [Cl:15][C:12]1[CH:11]=[CH:10][C:9]([CH:7]([CH3:8])[CH2:6][N:5]([CH2:46][CH2:47][CH2:48][O:49][C:50]2[CH2:51][C:52](=[CH:56][C:57]([O:59][CH3:60])=[O:58])[CH:53]=[CH:54][CH:55]=2)[CH2:4][C:3]2[CH:16]=[CH:17][CH:18]=[C:19]([C:20]([F:23])([F:21])[F:22])[C:2]=2[Cl:1])=[CH:14][CH:13]=1, predict the reactants needed to synthesize it. (2) Given the product [C:1]([Si:5]([C:12]1[CH:17]=[CH:16][CH:15]=[CH:14][CH:13]=1)([C:6]1[CH:11]=[CH:10][CH:9]=[CH:8][CH:7]=1)[O:18][CH2:19][C@H:20]1[O:27][CH:26]2[C@:22]([CH3:30])([O:23][C:24]([CH3:29])([CH3:28])[O:25]2)[CH2:21]1)([CH3:2])([CH3:3])[CH3:4], predict the reactants needed to synthesize it. The reactants are: [C:1]([Si:5]([O:18][CH2:19][C@H:20]1[O:27][CH:26]2[C@:22]([CH3:30])([O:23][C:24]([CH3:29])([CH3:28])[O:25]2)[C@H:21]1I)([C:12]1[CH:17]=[CH:16][CH:15]=[CH:14][CH:13]=1)[C:6]1[CH:11]=[CH:10][CH:9]=[CH:8][CH:7]=1)([CH3:4])([CH3:3])[CH3:2].CCCC[SnH](CCCC)CCCC.CC(N=NC(C#N)(C)C)(C#N)C.[OH-].[Na+].